Dataset: Forward reaction prediction with 1.9M reactions from USPTO patents (1976-2016). Task: Predict the product of the given reaction. Given the reactants [F:1][C:2]1[CH:3]=[C:4]2[C:8](=[CH:9][CH:10]=1)[NH:7][N:6]=[C:5]2[CH2:11][C:12]([O:14][CH2:15][CH3:16])=[O:13].C(=O)([O-])[O-].[Cs+].[Cs+].[N+:23]([C:26]1[CH:33]=[CH:32][C:29]([CH2:30]Br)=[CH:28][CH:27]=1)([O-:25])=[O:24], predict the reaction product. The product is: [F:1][C:2]1[CH:3]=[C:4]2[C:8](=[CH:9][CH:10]=1)[N:7]([CH2:30][C:29]1[CH:32]=[CH:33][C:26]([N+:23]([O-:25])=[O:24])=[CH:27][CH:28]=1)[N:6]=[C:5]2[CH2:11][C:12]([O:14][CH2:15][CH3:16])=[O:13].